Dataset: Full USPTO retrosynthesis dataset with 1.9M reactions from patents (1976-2016). Task: Predict the reactants needed to synthesize the given product. (1) Given the product [CH3:19][O:10][C:9](=[O:11])[C:8]1[CH:12]=[CH:13][C:5]([O:4][CH:1]([CH3:3])[CH3:2])=[CH:6][CH:7]=1, predict the reactants needed to synthesize it. The reactants are: [CH:1]([O:4][C:5]1[CH:13]=[CH:12][C:8]([C:9]([OH:11])=[O:10])=[CH:7][CH:6]=1)([CH3:3])[CH3:2].S(=O)(=O)(O)O.[CH3:19]O. (2) Given the product [NH2:1][C:2]1[S:6][N:5]=[C:4]([CH3:7])[C:3]=1[C:8]([NH:19][C:18]1[CH:20]=[CH:21][CH:22]=[CH:23][C:17]=1[CH2:15][CH3:16])=[O:10], predict the reactants needed to synthesize it. The reactants are: [NH2:1][C:2]1[S:6][N:5]=[C:4]([CH3:7])[C:3]=1[C:8]([OH:10])=O.S(Cl)(Cl)=O.[CH2:15]([C:17]1[CH:23]=[CH:22][CH:21]=[CH:20][C:18]=1[NH2:19])[CH3:16].C(N(CC)CC)C.Cl. (3) Given the product [N+:13]([C:16]1[CH:17]=[CH:18][C:19]([S:22][CH2:23][C:24]([NH:1][C:2]2[S:6][C:5]3[CH2:7][CH2:8][CH2:9][C:4]=3[C:3]=2[C:10]([NH2:12])=[O:11])=[O:25])=[CH:20][CH:21]=1)([O-:15])=[O:14], predict the reactants needed to synthesize it. The reactants are: [NH2:1][C:2]1[S:6][C:5]2[CH2:7][CH2:8][CH2:9][C:4]=2[C:3]=1[C:10]([NH2:12])=[O:11].[N+:13]([C:16]1[CH:21]=[CH:20][C:19]([S:22][CH2:23][C:24](O)=[O:25])=[CH:18][CH:17]=1)([O-:15])=[O:14].CCN=C=NCCCN(C)C.Cl.O. (4) Given the product [CH3:41][O:42][C:43]1[CH:48]=[CH:47][C:46]([C:49]2[C:51]([C:53]3[CH:58]=[CH:57][C:56]([O:59][CH3:60])=[CH:55][CH:54]=3)=[N:22][C:21]3[C:26](=[CH:27][CH:28]=[C:19]([C:8]4[N:7]([CH:1]5[CH2:2][CH2:3][CH2:4][CH2:5][CH2:6]5)[C:11]5[CH:12]=[CH:13][C:14]([C:16]([OH:18])=[O:17])=[CH:15][C:10]=5[N:9]=4)[CH:20]=3)[N:25]=2)=[CH:45][CH:44]=1, predict the reactants needed to synthesize it. The reactants are: [CH:1]1([N:7]2[C:11]3[CH:12]=[CH:13][C:14]([C:16]([OH:18])=[O:17])=[CH:15][C:10]=3[N:9]=[C:8]2[C:19]2[CH:20]=[C:21]3[C:26](=[CH:27][CH:28]=2)[N:25]=C(C2C=CC=CC=2)C(C2C=CC=CC=2)=[N:22]3)[CH2:6][CH2:5][CH2:4][CH2:3][CH2:2]1.[CH3:41][O:42][C:43]1[CH:48]=[CH:47][C:46]([C:49]([C:51]([C:53]2[CH:58]=[CH:57][C:56]([O:59][CH3:60])=[CH:55][CH:54]=2)=O)=O)=[CH:45][CH:44]=1. (5) Given the product [CH3:9][O:8][C:3]1[CH:4]=[CH:5][CH:6]=[CH:7][C:2]=1[N:10]1[CH2:15][CH2:14][O:13][CH2:12][CH2:11]1, predict the reactants needed to synthesize it. The reactants are: I[C:2]1[CH:7]=[CH:6][CH:5]=[CH:4][C:3]=1[O:8][CH3:9].[NH:10]1[CH2:15][CH2:14][O:13][CH2:12][CH2:11]1.CC1(C)C2C(=C(P(C3C=CC=CC=3)C3C=CC=CC=3)C=CC=2)OC2C(P(C3C=CC=CC=3)C3C=CC=CC=3)=CC=CC1=2.C(O[Na])(C)(C)C. (6) Given the product [CH2:1]([N:8]1[C:16]2[C:15](=[O:17])[N:14]([CH2:22][CH2:23][CH2:24][CH2:25][C:26](=[O:28])[CH3:27])[C:13](=[O:18])[N:12]([CH2:19][CH3:20])[C:11]=2[N:10]=[CH:9]1)[C:2]1[CH:7]=[CH:6][CH:5]=[CH:4][CH:3]=1, predict the reactants needed to synthesize it. The reactants are: [CH2:1]([N:8]1[C:16]2[C:15](=[O:17])[NH:14][C:13](=[O:18])[N:12]([CH2:19][CH3:20])[C:11]=2[N:10]=[CH:9]1)[C:2]1[CH:7]=[CH:6][CH:5]=[CH:4][CH:3]=1.Cl[CH2:22][CH2:23][CH2:24][CH2:25][C:26](=[O:28])[CH3:27]. (7) Given the product [Br:17][C:12]1[CH:11]=[CH:10][C:9]2[N:8]([CH:19]([Br:18])[CH2:20][CH2:21][CH3:22])[C:7]3[C:15]([C:14]=2[CH:13]=1)=[CH:16][C:4]([Br:3])=[CH:5][CH:6]=3, predict the reactants needed to synthesize it. The reactants are: [H-].[Na+].[Br:3][C:4]1[CH:5]=[CH:6][C:7]2[NH:8][C:9]3[C:14]([C:15]=2[CH:16]=1)=[CH:13][C:12]([Br:17])=[CH:11][CH:10]=3.[Br:18][CH2:19][CH2:20][CH2:21][CH2:22]Br. (8) Given the product [CH3:23][N:22]1[C:21]2[CH:24]=[CH:25][CH:26]=[CH:27][C:20]=2[N:19]=[C:18]1[CH2:17][N:7]([C:5]1[CH:6]=[CH:1][CH:2]=[CH:3][N:4]=1)[C:8]1[CH:9]=[CH:10][CH:11]=[CH:12][N:13]=1, predict the reactants needed to synthesize it. The reactants are: [CH:1]1[CH:6]=[C:5]([NH:7][C:8]2[N:13]=[CH:12][CH:11]=[CH:10][CH:9]=2)[N:4]=[CH:3][CH:2]=1.[H-].[Na+].Cl[CH2:17][C:18]1[N:22]([CH3:23])[C:21]2[CH:24]=[CH:25][CH:26]=[CH:27][C:20]=2[N:19]=1. (9) Given the product [F:13][C:12]([F:15])([F:14])[CH:8]([CH2:9][CH2:10][CH3:11])[CH2:7][CH2:6][CH:23]([S:20]([CH2:19][CH2:18][C:17]([F:16])([F:28])[F:29])(=[O:21])=[O:22])[C:24]([O:26][CH3:27])=[O:25], predict the reactants needed to synthesize it. The reactants are: CS(O[CH2:6][CH2:7][CH:8]([C:12]([F:15])([F:14])[F:13])[CH2:9][CH2:10][CH3:11])(=O)=O.[F:16][C:17]([F:29])([F:28])[CH2:18][CH2:19][S:20]([CH2:23][C:24]([O:26][CH3:27])=[O:25])(=[O:22])=[O:21].C(=O)([O-])[O-].[K+].[K+].Cl.